This data is from NCI-60 drug combinations with 297,098 pairs across 59 cell lines. The task is: Regression. Given two drug SMILES strings and cell line genomic features, predict the synergy score measuring deviation from expected non-interaction effect. (1) Drug 1: CC(C1=C(C=CC(=C1Cl)F)Cl)OC2=C(N=CC(=C2)C3=CN(N=C3)C4CCNCC4)N. Drug 2: COC1=CC(=CC(=C1O)OC)C2C3C(COC3=O)C(C4=CC5=C(C=C24)OCO5)OC6C(C(C7C(O6)COC(O7)C8=CC=CS8)O)O. Cell line: UACC-257. Synergy scores: CSS=12.5, Synergy_ZIP=-3.24, Synergy_Bliss=0.395, Synergy_Loewe=-5.35, Synergy_HSA=0.448. (2) Drug 1: CS(=O)(=O)CCNCC1=CC=C(O1)C2=CC3=C(C=C2)N=CN=C3NC4=CC(=C(C=C4)OCC5=CC(=CC=C5)F)Cl. Cell line: MDA-MB-435. Synergy scores: CSS=2.78, Synergy_ZIP=1.54, Synergy_Bliss=5.25, Synergy_Loewe=0.351, Synergy_HSA=0.342. Drug 2: C1C(C(OC1N2C=NC(=NC2=O)N)CO)O. (3) Drug 1: C1=NNC2=C1C(=O)NC=N2. Drug 2: C(CCl)NC(=O)N(CCCl)N=O. Cell line: CCRF-CEM. Synergy scores: CSS=5.24, Synergy_ZIP=2.93, Synergy_Bliss=8.12, Synergy_Loewe=5.24, Synergy_HSA=2.15. (4) Drug 1: C1CN1C2=NC(=NC(=N2)N3CC3)N4CC4. Drug 2: COC1=CC(=CC(=C1O)OC)C2C3C(COC3=O)C(C4=CC5=C(C=C24)OCO5)OC6C(C(C7C(O6)COC(O7)C8=CC=CS8)O)O. Cell line: MCF7. Synergy scores: CSS=25.0, Synergy_ZIP=-6.34, Synergy_Bliss=-2.63, Synergy_Loewe=-0.570, Synergy_HSA=1.97. (5) Drug 1: COC1=CC(=CC(=C1O)OC)C2C3C(COC3=O)C(C4=CC5=C(C=C24)OCO5)OC6C(C(C7C(O6)COC(O7)C8=CC=CS8)O)O. Drug 2: C(CC(=O)O)C(=O)CN.Cl. Cell line: COLO 205. Synergy scores: CSS=48.7, Synergy_ZIP=-4.99, Synergy_Bliss=-4.87, Synergy_Loewe=-2.85, Synergy_HSA=1.08. (6) Cell line: SR. Drug 1: CCN(CC)CCNC(=O)C1=C(NC(=C1C)C=C2C3=C(C=CC(=C3)F)NC2=O)C. Synergy scores: CSS=-4.77, Synergy_ZIP=4.86, Synergy_Bliss=2.93, Synergy_Loewe=-2.01, Synergy_HSA=-3.28. Drug 2: CC(C)CN1C=NC2=C1C3=CC=CC=C3N=C2N. (7) Drug 1: CC(CN1CC(=O)NC(=O)C1)N2CC(=O)NC(=O)C2. Drug 2: CCCS(=O)(=O)NC1=C(C(=C(C=C1)F)C(=O)C2=CNC3=C2C=C(C=N3)C4=CC=C(C=C4)Cl)F. Cell line: OVCAR3. Synergy scores: CSS=12.3, Synergy_ZIP=-3.56, Synergy_Bliss=-1.79, Synergy_Loewe=-4.34, Synergy_HSA=-3.85. (8) Drug 1: C1CC(=O)NC(=O)C1N2CC3=C(C2=O)C=CC=C3N. Drug 2: CN1C2=C(C=C(C=C2)N(CCCl)CCCl)N=C1CCCC(=O)O.Cl. Cell line: HT29. Synergy scores: CSS=3.63, Synergy_ZIP=-0.708, Synergy_Bliss=-0.222, Synergy_Loewe=0.378, Synergy_HSA=-0.794. (9) Drug 1: CC(CN1CC(=O)NC(=O)C1)N2CC(=O)NC(=O)C2. Drug 2: COC1=C2C(=CC3=C1OC=C3)C=CC(=O)O2. Cell line: NCI-H522. Synergy scores: CSS=15.9, Synergy_ZIP=-3.37, Synergy_Bliss=-0.952, Synergy_Loewe=0.0894, Synergy_HSA=0.240. (10) Drug 1: CCCS(=O)(=O)NC1=C(C(=C(C=C1)F)C(=O)C2=CNC3=C2C=C(C=N3)C4=CC=C(C=C4)Cl)F. Drug 2: CC1=C(C=C(C=C1)C(=O)NC2=CC(=CC(=C2)C(F)(F)F)N3C=C(N=C3)C)NC4=NC=CC(=N4)C5=CN=CC=C5. Cell line: HCT-15. Synergy scores: CSS=-7.85, Synergy_ZIP=2.83, Synergy_Bliss=-4.53, Synergy_Loewe=-7.17, Synergy_HSA=-8.51.